Dataset: Forward reaction prediction with 1.9M reactions from USPTO patents (1976-2016). Task: Predict the product of the given reaction. (1) The product is: [NH2:8][C:9]1[CH:10]=[C:11]([F:23])[C:12]([CH2:16][CH2:17][C:18]([O:20][CH2:21][CH3:22])=[O:19])=[C:13]([F:15])[CH:14]=1. Given the reactants C([N:8](CC1C=CC=CC=1)[C:9]1[CH:14]=[C:13]([F:15])[C:12](/[CH:16]=[CH:17]/[C:18]([O:20][CH2:21][CH3:22])=[O:19])=[C:11]([F:23])[CH:10]=1)C1C=CC=CC=1, predict the reaction product. (2) Given the reactants CS(C)=O.C(Cl)(=O)C(Cl)=O.[OH:11][CH:12]([C:24]([CH3:27])([CH3:26])[CH3:25])[CH2:13][CH:14]1[O:18][N:17]=[C:16]([C:19]([O:21][CH2:22][CH3:23])=[O:20])[CH2:15]1.C(N(CC)CC)C, predict the reaction product. The product is: [CH3:26][C:24]([CH3:25])([CH3:27])[C:12](=[O:11])[CH2:13][CH:14]1[O:18][N:17]=[C:16]([C:19]([O:21][CH2:22][CH3:23])=[O:20])[CH2:15]1. (3) Given the reactants [F:1][C:2]1[CH:3]=[C:4]([C:8]2[CH:16]=[CH:15][C:11]([C:12]([OH:14])=O)=[CH:10][N:9]=2)[CH:5]=[CH:6][CH:7]=1.Cl.[NH2:18][C@H:19]1[CH2:24][CH2:23][CH2:22][C@@H:21]([C:25]([N:27]2[CH2:32][CH2:31][CH:30]([OH:33])[CH2:29][CH2:28]2)=[O:26])[CH2:20]1.C(N(C(C)C)C(C)C)C, predict the reaction product. The product is: [F:1][C:2]1[CH:3]=[C:4]([C:8]2[CH:16]=[CH:15][C:11]([C:12]([NH:18][C@H:19]3[CH2:24][CH2:23][CH2:22][C@@H:21]([C:25]([N:27]4[CH2:32][CH2:31][CH:30]([OH:33])[CH2:29][CH2:28]4)=[O:26])[CH2:20]3)=[O:14])=[CH:10][N:9]=2)[CH:5]=[CH:6][CH:7]=1. (4) Given the reactants [NH2:1][CH2:2][CH:3]1[CH2:7][C:6]2[CH:8]=[C:9]([C:14]3[CH:19]=[CH:18][C:17]([C:20]([N:22]4[CH2:27][CH2:26][O:25][CH2:24][CH2:23]4)=[O:21])=[CH:16][CH:15]=3)[CH:10]=[C:11]([O:12][CH3:13])[C:5]=2[O:4]1.[NH2:28][C:29]1[N:34]=[CH:33][C:32](/[CH:35]=[CH:36]/[C:37](O)=[O:38])=[CH:31][CH:30]=1.CCN=C=NCCCN(C)C.C1C=CC2N(O)N=NC=2C=1.CCN(C(C)C)C(C)C, predict the reaction product. The product is: [NH2:28][C:29]1[N:34]=[CH:33][C:32](/[CH:35]=[CH:36]/[C:37]([NH:1][CH2:2][CH:3]2[CH2:7][C:6]3[CH:8]=[C:9]([C:14]4[CH:15]=[CH:16][C:17]([C:20]([N:22]5[CH2:23][CH2:24][O:25][CH2:26][CH2:27]5)=[O:21])=[CH:18][CH:19]=4)[CH:10]=[C:11]([O:12][CH3:13])[C:5]=3[O:4]2)=[O:38])=[CH:31][CH:30]=1. (5) The product is: [ClH:22].[NH2:2][C:3]1[NH:7][C:6]2[CH:8]=[C:9]([NH:12][C:13]([C:66]3[CH:75]=[CH:74][CH:73]=[C:68]4[C:67]=3[C:72]([C:63]([OH:77])=[O:64])=[CH:71][CH:70]=[CH:69]4)=[O:14])[CH:10]=[CH:11][C:5]=2[N:4]=1. Given the reactants Cl.[NH2:2][C:3]1[NH:7][C:6]2[CH:8]=[C:9]([NH:12][C:13]([C@@H]3C4(Cl)C(Cl)([Cl:22])C(Cl)(C(Cl)=C4Cl)[C@@H]3C(O)=O)=[O:14])[CH:10]=[CH:11][C:5]=2[N:4]=1.NC1C=CC2N=C(N(C(OC(C)(C)C)=O)C(OC(C)(C)C)=O)N(C(OC(C)(C)C)=O)C=2C=1.[C:63]1(=[O:77])[C:72]2[C:67]3[C:68](=[CH:73][CH:74]=[CH:75][C:66]=3C(=O)[O:64]1)[CH:69]=[CH:70][CH:71]=2, predict the reaction product. (6) Given the reactants Br.Br[CH2:3][C:4]1[C:9]([Cl:10])=[CH:8][N:7]=[CH:6][C:5]=1[Cl:11].Cl.[CH3:13][C:14]1[CH:19]=[CH:18][N:17]=[C:16]([SH:20])[N:15]=1.C(N(CC)CC)C, predict the reaction product. The product is: [Cl:11][C:5]1[CH:6]=[N:7][CH:8]=[C:9]([Cl:10])[C:4]=1[CH2:3][S:20][C:16]1[N:15]=[C:14]([CH3:13])[CH:19]=[CH:18][N:17]=1. (7) Given the reactants Br[C:2]1[CH:7]=[CH:6][CH:5]=[CH:4][C:3]=1[NH:8][C:9](=[O:19])[O:10][CH:11]1[CH:16]2[CH2:17][CH2:18][N:13]([CH2:14][CH2:15]2)[CH2:12]1.[C:20]1(B(O)O)[CH:25]=[CH:24][CH:23]=[CH:22][CH:21]=1, predict the reaction product. The product is: [C:2]1([C:20]2[CH:25]=[CH:24][CH:23]=[CH:22][CH:21]=2)[CH:7]=[CH:6][CH:5]=[CH:4][C:3]=1[NH:8][C:9](=[O:19])[O:10][CH:11]1[CH:16]2[CH2:17][CH2:18][N:13]([CH2:14][CH2:15]2)[CH2:12]1. (8) Given the reactants [Br:1][C:2]1[CH:15]=[C:14]([N+:16]([O-])=O)[CH:13]=[CH:12][C:3]=1[O:4][CH2:5][CH2:6][N:7]([CH2:10][CH3:11])[CH2:8][CH3:9].ClCCl.CO, predict the reaction product. The product is: [Br:1][C:2]1[CH:15]=[C:14]([NH2:16])[CH:13]=[CH:12][C:3]=1[O:4][CH2:5][CH2:6][N:7]([CH2:10][CH3:11])[CH2:8][CH3:9]. (9) Given the reactants [N:1]1[CH:6]=[CH:5][CH:4]=[C:3]([CH:7]=O)[CH:2]=1.[O:9]([C:16]1[CH:24]=[CH:23][C:19]([CH2:20][CH2:21][NH2:22])=[CH:18][CH:17]=1)[C:10]1[CH:15]=[CH:14][CH:13]=[CH:12][CH:11]=1.[BH4-].[Na+], predict the reaction product. The product is: [O:9]([C:16]1[CH:17]=[CH:18][C:19]([CH2:20][CH2:21][NH:22][CH2:7][C:3]2[CH:2]=[N:1][CH:6]=[CH:5][CH:4]=2)=[CH:23][CH:24]=1)[C:10]1[CH:15]=[CH:14][CH:13]=[CH:12][CH:11]=1. (10) Given the reactants Cl[CH2:2][C:3]1[C:4]([C:9]2[CH:14]=[CH:13][CH:12]=[C:11]([O:15][CH3:16])[CH:10]=2)=[N:5][CH:6]=[CH:7][CH:8]=1.[OH:17][C:18]1[C:19]([CH:26]=[O:27])=[CH:20][C:21]([O:24][CH3:25])=[N:22][CH:23]=1.C(=O)([O-])[O-].[K+].[K+], predict the reaction product. The product is: [CH3:25][O:24][C:21]1[CH:20]=[C:19]([CH:26]=[O:27])[C:18]([O:17][CH2:2][C:3]2[C:4]([C:9]3[CH:14]=[CH:13][CH:12]=[C:11]([O:15][CH3:16])[CH:10]=3)=[N:5][CH:6]=[CH:7][CH:8]=2)=[CH:23][N:22]=1.